From a dataset of Full USPTO retrosynthesis dataset with 1.9M reactions from patents (1976-2016). Predict the reactants needed to synthesize the given product. (1) Given the product [CH2:32]([NH:34][CH2:27][C:24]1[CH:23]=[CH:22][C:21]([C:18]2[CH:19]=[C:20]3[C:15](=[C:16]([C:29]([NH2:31])=[O:30])[CH:17]=2)[NH:14][CH:13]=[C:12]3[CH:9]2[CH2:10][CH2:11][N:6]([S:3]([CH2:1][CH3:2])(=[O:4])=[O:5])[CH2:7][CH2:8]2)=[CH:26][CH:25]=1)[CH3:33], predict the reactants needed to synthesize it. The reactants are: [CH2:1]([S:3]([N:6]1[CH2:11][CH2:10][CH:9]([C:12]2[C:20]3[C:15](=[C:16]([C:29]([NH2:31])=[O:30])[CH:17]=[C:18]([C:21]4[CH:26]=[CH:25][C:24]([CH:27]=O)=[CH:23][CH:22]=4)[CH:19]=3)[NH:14][CH:13]=2)[CH2:8][CH2:7]1)(=[O:5])=[O:4])[CH3:2].[CH2:32]([NH2:34])[CH3:33].C(O[BH-](OC(=O)C)OC(=O)C)(=O)C.[Na+]. (2) Given the product [Cl:1][C:2]1[CH:7]=[CH:6][C:5]([S:8]([NH:18][CH:19]([CH2:22][CH3:23])[CH2:20][CH3:21])(=[O:10])=[O:9])=[CH:4][CH:3]=1, predict the reactants needed to synthesize it. The reactants are: [Cl:1][C:2]1[CH:7]=[CH:6][C:5]([S:8](Cl)(=[O:10])=[O:9])=[CH:4][CH:3]=1.N1C=CC=CC=1.[NH2:18][CH:19]([CH2:22][CH3:23])[CH2:20][CH3:21].O. (3) Given the product [ClH:1].[Cl:1][C:2]1[CH:7]=[CH:6][C:5]2[N:8]=[C:21]([CH2:22][CH:17]([C:14]3[CH:13]=[CH:12][C:11]([Cl:10])=[CH:16][CH:15]=3)[C:18]([OH:20])=[O:19])[NH:9][C:4]=2[CH:3]=1, predict the reactants needed to synthesize it. The reactants are: [Cl:1][C:2]1[CH:7]=[CH:6][C:5]([NH2:8])=[C:4]([NH2:9])[CH:3]=1.[Cl:10][C:11]1[CH:16]=[CH:15][C:14]([C:17]2[C:18]([O:20][C:21](=O)[CH:22]=2)=[O:19])=[CH:13][CH:12]=1. (4) Given the product [Br:40][CH2:41][CH2:42][CH2:43][N:12]1[C:13]2[CH:18]=[CH:17][CH:16]=[CH:15][C:14]=2[N:10]([C:3]2[CH:4]=[CH:5][C:6]([F:9])=[C:7]([F:8])[C:2]=2[F:1])[S:11]1(=[O:19])=[O:20], predict the reactants needed to synthesize it. The reactants are: [F:1][C:2]1[C:7]([F:8])=[C:6]([F:9])[CH:5]=[CH:4][C:3]=1[N:10]1[C:14]2[CH:15]=[CH:16][CH:17]=[CH:18][C:13]=2[NH:12][S:11]1(=[O:20])=[O:19].C1(P(C2C=CC=CC=2)C2C=CC=CC=2)C=CC=CC=1.[Br:40][CH2:41][CH2:42][CH2:43]O.CC(OC(/N=N/C(OC(C)C)=O)=O)C. (5) Given the product [CH2:19]([NH:21][C:14]([C@H:12]1[C@H:11]([CH3:17])[O:10][C:9]([C:6]2[CH:7]=[CH:8][C:3]([C:1]#[CH:2])=[CH:4][C:5]=2[OH:18])=[N:13]1)=[O:16])[CH3:20], predict the reactants needed to synthesize it. The reactants are: [C:1]([C:3]1[CH:8]=[CH:7][C:6]([C:9]2[O:10][C@@H:11]([CH3:17])[C@H:12]([C:14]([O-:16])=O)[N:13]=2)=[C:5]([OH:18])[CH:4]=1)#[CH:2].[CH2:19]([NH3+:21])[CH3:20].C(Cl)Cl.C1C=CC2N(O)N=NC=2C=1.C1CCC(N=C=NC2CCCCC2)CC1.